From a dataset of NCI-60 drug combinations with 297,098 pairs across 59 cell lines. Regression. Given two drug SMILES strings and cell line genomic features, predict the synergy score measuring deviation from expected non-interaction effect. (1) Drug 1: CCC1=CC2CC(C3=C(CN(C2)C1)C4=CC=CC=C4N3)(C5=C(C=C6C(=C5)C78CCN9C7C(C=CC9)(C(C(C8N6C)(C(=O)OC)O)OC(=O)C)CC)OC)C(=O)OC.C(C(C(=O)O)O)(C(=O)O)O. Drug 2: C1CCC(C(C1)N)N.C(=O)(C(=O)[O-])[O-].[Pt+4]. Cell line: UACC-257. Synergy scores: CSS=25.4, Synergy_ZIP=-3.64, Synergy_Bliss=6.40, Synergy_Loewe=-3.72, Synergy_HSA=5.59. (2) Drug 1: CC1=C2C(C(=O)C3(C(CC4C(C3C(C(C2(C)C)(CC1OC(=O)C(C(C5=CC=CC=C5)NC(=O)OC(C)(C)C)O)O)OC(=O)C6=CC=CC=C6)(CO4)OC(=O)C)OC)C)OC. Drug 2: COC1=C2C(=CC3=C1OC=C3)C=CC(=O)O2. Cell line: OVCAR-4. Synergy scores: CSS=27.1, Synergy_ZIP=-5.04, Synergy_Bliss=-4.51, Synergy_Loewe=-50.0, Synergy_HSA=-4.00.